This data is from Forward reaction prediction with 1.9M reactions from USPTO patents (1976-2016). The task is: Predict the product of the given reaction. (1) Given the reactants C([NH:8][C:9]1[CH:26]=[C:25]2[C:12]([S:13](=[O:29])(=[O:28])[NH:14][C:15]3[C:24]2=[CH:23][C:22]([Cl:27])=[C:21]2[C:16]=3[N:17]=[CH:18][CH:19]=[CH:20]2)=[CH:11][CH:10]=1)C1C=CC=CC=1.C([O-])(O)=O.[Na+], predict the reaction product. The product is: [Cl:27][C:22]1[CH:23]=[C:24]2[C:15](=[C:16]3[C:21]=1[CH:20]=[CH:19][CH:18]=[N:17]3)[NH:14][S:13](=[O:28])(=[O:29])[C:12]1[C:25]2=[CH:26][C:9]([NH2:8])=[CH:10][CH:11]=1. (2) Given the reactants [O:1]1[CH2:5][CH2:4][O:3][CH:2]1[C:6]1[CH:7]=[CH:8][C:9]([C:12]2[S:20][C:19]3[C:14](=[N:15][CH:16]=[CH:17][C:18]=3[O:21][C:22]3[CH:28]=[CH:27][C:25](N)=[CH:24][C:23]=3[F:29])[CH:13]=2)=[N:10][CH:11]=1.[C:30]1([NH:36][C:37]([C:39]2([C:42]([OH:44])=O)[CH2:41][CH2:40]2)=[O:38])[CH:35]=[CH:34][CH:33]=[CH:32][CH:31]=1.CC[N:47](C(C)C)C(C)C.CN(C(ON1N=NC2C=CC=NC1=2)=[N+](C)C)C.F[P-](F)(F)(F)(F)F, predict the reaction product. The product is: [O:1]1[CH2:5][CH2:4][O:3][CH:2]1[C:6]1[CH:7]=[CH:8][C:9]([C:12]2[S:20][C:19]3[C:14](=[N:15][CH:16]=[CH:17][C:18]=3[O:21][C:22]3[CH:28]=[CH:27][C:25]([N:36]([C:30]4[CH:31]=[CH:32][CH:33]=[CH:34][CH:35]=4)[C:37]([C:39]4([C:42]([NH2:47])=[O:44])[CH2:40][CH2:41]4)=[O:38])=[CH:24][C:23]=3[F:29])[CH:13]=2)=[N:10][CH:11]=1.